Dataset: Forward reaction prediction with 1.9M reactions from USPTO patents (1976-2016). Task: Predict the product of the given reaction. (1) Given the reactants [CH3:1][O:2][C:3]1[CH:12]=[C:11]2[C:6]([C:7]([O:13][CH2:14][C:15]3[N:19]4[N:20]=[C:21]([C:24]5[S:28][C:27]([C:29](Cl)=[O:30])=[C:26]([CH3:32])[CH:25]=5)[CH:22]=[CH:23][C:18]4=[N:17][N:16]=3)=[CH:8][CH:9]=[N:10]2)=[CH:5][CH:4]=1.[NH:33]1[CH2:38][CH2:37][O:36][CH2:35][CH2:34]1, predict the reaction product. The product is: [CH3:1][O:2][C:3]1[CH:12]=[C:11]2[C:6]([C:7]([O:13][CH2:14][C:15]3[N:19]4[N:20]=[C:21]([C:24]5[S:28][C:27]([C:29]([N:33]6[CH2:38][CH2:37][O:36][CH2:35][CH2:34]6)=[O:30])=[C:26]([CH3:32])[CH:25]=5)[CH:22]=[CH:23][C:18]4=[N:17][N:16]=3)=[CH:8][CH:9]=[N:10]2)=[CH:5][CH:4]=1. (2) Given the reactants CC(N(C)C)=[O:3].O=O.[CH2:9]([CH:12]1[CH2:17][CH2:16][CH2:15][CH2:14][C:13]1=[O:18])[CH:10]=[CH2:11], predict the reaction product. The product is: [O:3]=[C:10]([CH3:11])[CH2:9][CH:12]1[CH2:17][CH2:16][CH2:15][CH2:14][C:13]1=[O:18]. (3) Given the reactants Br[C:2]1[C:10]([CH3:11])=[CH:9][C:5]([C:6]([OH:8])=[O:7])=[CH:4][C:3]=1[CH3:12].C([Li])CCC.CN([CH:21]=[O:22])C.Cl, predict the reaction product. The product is: [CH:21]([C:2]1[C:10]([CH3:11])=[CH:9][C:5]([C:6]([OH:8])=[O:7])=[CH:4][C:3]=1[CH3:12])=[O:22]. (4) The product is: [N:1]1[CH:2]=[CH:3][C:4]([CH2:9][NH:11][S:25]([CH:23]2[CH2:24][CH:22]2[C:16]2[CH:21]=[CH:20][CH:19]=[CH:18][CH:17]=2)(=[O:27])=[O:26])=[CH:5][CH:6]=1. Given the reactants [N:1]1[CH:6]=[CH:5][C:4](NC)=[CH:3][CH:2]=1.[CH2:9]([N:11](CC)CC)C.[C:16]1([CH:22]2[CH2:24][CH:23]2[S:25](Cl)(=[O:27])=[O:26])[CH:21]=[CH:20][CH:19]=[CH:18][CH:17]=1, predict the reaction product.